The task is: Predict the reaction yield, written as a fraction of the theoretical maximum amount of product (1.0 means a 100% yield; for example, 0.34 means a 34% yield).. This data is from Reaction yield outcomes from USPTO patents with 853,638 reactions. (1) The reactants are [Cl-].O[NH3+].[CH3:4][O:5][C:6]1[CH:47]=[CH:46][C:9]([CH2:10][N:11]([CH2:37][C:38]2[CH:43]=[CH:42][C:41]([O:44][CH3:45])=[CH:40][CH:39]=2)[C:12]2[N:17]=[C:16]([CH3:18])[N:15]=[C:14]([C:19]3[C:20]([NH:27][C:28]4[CH:29]=[N:30][C:31]([O:35][CH3:36])=[C:32]([F:34])[CH:33]=4)=[N:21][CH:22]=[C:23]([CH:26]=3)[CH:24]=O)[N:13]=2)=[CH:8][CH:7]=1.[N:48]1C=CC=CC=1.C(OC(=O)C)(=O)C. The catalyst is CN(C=O)C.CO.O. The product is [CH3:45][O:44][C:41]1[CH:40]=[CH:39][C:38]([CH2:37][N:11]([CH2:10][C:9]2[CH:8]=[CH:7][C:6]([O:5][CH3:4])=[CH:47][CH:46]=2)[C:12]2[N:17]=[C:16]([CH3:18])[N:15]=[C:14]([C:19]3[C:20]([NH:27][C:28]4[CH:29]=[N:30][C:31]([O:35][CH3:36])=[C:32]([F:34])[CH:33]=4)=[N:21][CH:22]=[C:23]([CH:26]=3)[C:24]#[N:48])[N:13]=2)=[CH:43][CH:42]=1. The yield is 0.750. (2) The reactants are N1CCCC1.C(O)(=O)C.[C:10]([O:17][CH2:18][CH3:19])(=[O:16])[CH2:11][CH2:12][C:13]([CH3:15])=[O:14].[CH3:20][C:21]1[O:27][C:24]([CH:25]=O)=[CH:23][CH:22]=1. The catalyst is C(O)C. The product is [CH3:25][C:24]1[O:27][C:21]([CH:20]=[CH:15][C:13](=[O:14])[CH2:12][CH2:11][C:10]([O:17][CH2:18][CH3:19])=[O:16])=[CH:22][CH:23]=1. The yield is 0.694. (3) The reactants are Br[C:2]1[C:3]([F:19])=[CH:4][C:5]2[O:11][CH2:10][CH2:9][N:8]3[CH:12]=[C:13]([C:15]([NH2:17])=[O:16])[N:14]=[C:7]3[C:6]=2[CH:18]=1.[N:20]1[CH:25]=[CH:24][C:23]([C:26]([OH:30])([C:28]#[CH:29])[CH3:27])=[N:22][CH:21]=1. No catalyst specified. The product is [F:19][C:3]1[C:2]([C:29]#[C:28][C:26]([OH:30])([C:23]2[CH:24]=[CH:25][N:20]=[CH:21][N:22]=2)[CH3:27])=[CH:18][C:6]2[C:7]3[N:8]([CH:12]=[C:13]([C:15]([NH2:17])=[O:16])[N:14]=3)[CH2:9][CH2:10][O:11][C:5]=2[CH:4]=1. The yield is 0.330. (4) The reactants are [Cl:1][C:2]1[CH:7]=[CH:6][CH:5]=[CH:4][C:3]=1[C:8]1[C:9](=[O:27])[NH:10][C:11](=[O:26])[C:12]=1[C:13]1[C:21]2[C:16](=[N:17][CH:18]=[CH:19][CH:20]=2)[N:15]([CH2:22][CH2:23][CH2:24]O)[CH:14]=1.[N:28]1[CH:33]=CC=C[CH:29]=1.CS(OS(C)(=O)=O)(=O)=O.CNC. The catalyst is C1COCC1. The product is [Cl:1][C:2]1[CH:7]=[CH:6][CH:5]=[CH:4][C:3]=1[C:8]1[C:9](=[O:27])[NH:10][C:11](=[O:26])[C:12]=1[C:13]1[C:21]2[C:16](=[N:17][CH:18]=[CH:19][CH:20]=2)[N:15]([CH2:22][CH2:23][CH2:24][N:28]([CH3:33])[CH3:29])[CH:14]=1. The yield is 0.310. (5) The reactants are [O:1]1[C:10]2[C:5](=[CH:6][C:7]([C:11]3[C:16]([CH:17]4[CH2:19][CH2:18]4)=[CH:15][C:14]([N:20]([CH3:22])[CH3:21])=[C:13]([CH3:23])[C:12]=3[CH:24]([O:29][CH:30]3[CH2:32][CH2:31]3)[C:25]([O:27]C)=[O:26])=[CH:8][CH:9]=2)[CH2:4][CH2:3][CH2:2]1.[OH-].[Na+]. The catalyst is C(O)C.O1CCCC1. The product is [O:1]1[C:10]2[C:5](=[CH:6][C:7]([C:11]3[C:16]([CH:17]4[CH2:18][CH2:19]4)=[CH:15][C:14]([N:20]([CH3:22])[CH3:21])=[C:13]([CH3:23])[C:12]=3[CH:24]([O:29][CH:30]3[CH2:31][CH2:32]3)[C:25]([OH:27])=[O:26])=[CH:8][CH:9]=2)[CH2:4][CH2:3][CH2:2]1. The yield is 0.530. (6) The reactants are CN(C)C=O.[F:6][C:7]1[CH:12]=[CH:11][C:10]([OH:13])=[CH:9][CH:8]=1.F[C:15]1[CH:22]=[CH:21][C:18]([CH:19]=[O:20])=[CH:17][CH:16]=1.C(=O)([O-])[O-].[K+].[K+]. The catalyst is O. The product is [F:6][C:7]1[CH:12]=[CH:11][C:10]([O:13][C:15]2[CH:22]=[CH:21][C:18]([CH:19]=[O:20])=[CH:17][CH:16]=2)=[CH:9][CH:8]=1. The yield is 0.901.